From a dataset of Retrosynthesis with 50K atom-mapped reactions and 10 reaction types from USPTO. Predict the reactants needed to synthesize the given product. (1) Given the product CC1(C)O[C@@H]2[C@@H](C(=O)NNC(=O)C(C)(C)C)O[C@@H](n3cnc4c(Cl)ncnc43)[C@@H]2O1, predict the reactants needed to synthesize it. The reactants are: CC(C)(C)C(=O)NN.CC1(C)O[C@@H]2[C@@H](C(=O)O)O[C@@H](n3cnc4c(Cl)ncnc43)[C@@H]2O1. (2) Given the product CSc1cccc(NC(=O)N2CCN(c3nc(-c4ccccc4)ns3)CC2)c1, predict the reactants needed to synthesize it. The reactants are: CSc1cccc(N=C=O)c1.c1ccc(-c2nsc(N3CCNCC3)n2)cc1.